Dataset: Reaction yield outcomes from USPTO patents with 853,638 reactions. Task: Predict the reaction yield, written as a fraction of the theoretical maximum amount of product (1.0 means a 100% yield; for example, 0.34 means a 34% yield). (1) The yield is 0.120. The catalyst is C1COCC1. The reactants are [Cl:1][C:2]1[CH:3]=[N:4][CH:5]=[CH:6][CH:7]=1.C([N-]C(C)C)(C)C.[Li+].C([Li])CCC.C(NC(C)C)(C)C.[C:28](=[O:30])=[O:29]. The product is [Cl:1][C:2]1[CH:3]=[N:4][CH:5]=[CH:6][C:7]=1[C:28]([OH:30])=[O:29]. (2) The reactants are [F:1][C:2]1[CH:3]=[CH:4][C:5]([N+:9]([O-:11])=[O:10])=[C:6]([OH:8])[CH:7]=1.[F:12][C:13]([F:26])([F:25])[S:14](O[S:14]([C:13]([F:26])([F:25])[F:12])(=[O:16])=[O:15])(=[O:16])=[O:15]. The catalyst is N1C=CC=CC=1.O. The product is [F:12][C:13]([F:26])([F:25])[S:14]([O:8][C:6]1[CH:7]=[C:2]([F:1])[CH:3]=[CH:4][C:5]=1[N+:9]([O-:11])=[O:10])(=[O:16])=[O:15]. The yield is 0.540. (3) The yield is 0.760. The catalyst is C(O)(C)(C)C. The reactants are [C:1]([NH:5][C:6]1[N:16]=[CH:15][C:14]2[C:13]3[S:17][CH:18]=[CH:19][C:12]=3[CH2:11][CH2:10][O:9][C:8]=2[CH:7]=1)([CH3:4])([CH3:3])[CH3:2].[C:20]([O:24][C:25](O[C:25]([O:24][C:20]([CH3:23])([CH3:22])[CH3:21])=[O:26])=[O:26])([CH3:23])([CH3:22])[CH3:21]. The product is [C:1]([N:5]([C:6]1[N:16]=[CH:15][C:14]2[C:13]3[S:17][CH:18]=[CH:19][C:12]=3[CH2:11][CH2:10][O:9][C:8]=2[CH:7]=1)[C:25](=[O:26])[O:24][C:20]([CH3:23])([CH3:22])[CH3:21])([CH3:4])([CH3:2])[CH3:3]. (4) The reactants are C[O:2][C:3]([C:5]1[C@H:9]([CH2:10][O:11][CH2:12][C:13]2[CH:18]=[CH:17][CH:16]=[CH:15][CH:14]=2)[C@@H:8]([O:19][CH2:20][C:21]2[CH:26]=[CH:25][CH:24]=[CH:23][CH:22]=2)[CH2:7][CH:6]=1)=O.[H-].C([Al+]CC(C)C)C(C)C. The catalyst is C(Cl)Cl. The product is [C:21]1([CH2:20][O:19][C@@H:8]2[C@@H:9]([CH2:10][O:11][CH2:12][C:13]3[CH:14]=[CH:15][CH:16]=[CH:17][CH:18]=3)[C:5]([CH2:3][OH:2])=[CH:6][CH2:7]2)[CH:22]=[CH:23][CH:24]=[CH:25][CH:26]=1. The yield is 0.900.